From a dataset of Peptide-MHC class I binding affinity with 185,985 pairs from IEDB/IMGT. Regression. Given a peptide amino acid sequence and an MHC pseudo amino acid sequence, predict their binding affinity value. This is MHC class I binding data. (1) The peptide sequence is TTLLNETAKV. The MHC is HLA-A02:06 with pseudo-sequence HLA-A02:06. The binding affinity (normalized) is 0.315. (2) The peptide sequence is VIAFLILAK. The MHC is HLA-A03:01 with pseudo-sequence HLA-A03:01. The binding affinity (normalized) is 0.313. (3) The peptide sequence is TSNVITDQTV. The MHC is H-2-Db with pseudo-sequence H-2-Db. The binding affinity (normalized) is 0.339. (4) The peptide sequence is EETLLTTWL. The MHC is HLA-A02:03 with pseudo-sequence HLA-A02:03. The binding affinity (normalized) is 0.0847. (5) The peptide sequence is IPRRNVATL. The MHC is HLA-A31:01 with pseudo-sequence HLA-A31:01. The binding affinity (normalized) is 0. (6) The MHC is HLA-C07:01 with pseudo-sequence HLA-C07:01. The binding affinity (normalized) is 0.0847. The peptide sequence is YTMELCGAM.